This data is from HIV replication inhibition screening data with 41,000+ compounds from the AIDS Antiviral Screen. The task is: Binary Classification. Given a drug SMILES string, predict its activity (active/inactive) in a high-throughput screening assay against a specified biological target. (1) The drug is Cc1c(CN2CCOCC2)c(CN2CCOCC2)c(C)n1-c1ccc(Cl)cn1. The result is 0 (inactive). (2) The drug is CC(=O)Oc1c(Cl)cc(C(=CCCC2CCC3(C)C(CCC4C3CCC3(C)C(C(C)CCCC(C)C)CCC43)C2)c2cc(Cl)c(OC(C)=O)c(C(=O)OCc3ccccc3)c2)cc1C(=O)OCc1ccccc1. The result is 0 (inactive). (3) The molecule is COc1cc(C[S+]2CCCC2)c(SC)cc1C[S+]1CCCC1.[ClH2+]. The result is 0 (inactive). (4) The drug is O=C1C2=Cc3ccccc3OC2(O)Oc2ccc(O)cc21. The result is 0 (inactive). (5) The compound is COc1ccc(C(=O)C=Cc2ccc(OCC(=O)N3CCN(c4ccccc4)CC3)cc2)cc1OC. The result is 0 (inactive). (6) The molecule is Oc1ccc([I+]c2ccccc2)cc1O.[Br-]. The result is 0 (inactive).